This data is from Forward reaction prediction with 1.9M reactions from USPTO patents (1976-2016). The task is: Predict the product of the given reaction. (1) Given the reactants Br[C:2]1[S:6][C:5](Br)=[C:4]([Br:8])[C:3]=1[Br:9].C([Li])C[CH2:12][CH3:13].ICC.CN([CH:21]=[O:22])C, predict the reaction product. The product is: [Br:9][C:3]1[C:4]([Br:8])=[C:5]([CH2:12][CH3:13])[S:6][C:2]=1[CH:21]=[O:22]. (2) Given the reactants [C:1]([O:5][C:6](=[O:31])[N:7]([CH:9]1[CH2:14][CH2:13][CH:12]([NH:15][CH2:16][C:17]2[CH:22]=[C:21]([C:23]3[CH:28]=[CH:27][N:26]=[CH:25][CH:24]=3)[CH:20]=[C:19]([O:29][CH3:30])[CH:18]=2)[CH2:11][CH2:10]1)[CH3:8])([CH3:4])([CH3:3])[CH3:2].[Cl:32][C:33]1[C:34]2[C:44]([F:45])=[CH:43][CH:42]=[C:41]([F:46])[C:35]=2[S:36][C:37]=1[C:38](Cl)=[O:39], predict the reaction product. The product is: [C:1]([O:5][C:6](=[O:31])[N:7]([CH:9]1[CH2:10][CH2:11][CH:12]([N:15]([C:38]([C:37]2[S:36][C:35]3[C:41]([F:46])=[CH:42][CH:43]=[C:44]([F:45])[C:34]=3[C:33]=2[Cl:32])=[O:39])[CH2:16][C:17]2[CH:22]=[C:21]([C:23]3[CH:24]=[CH:25][N:26]=[CH:27][CH:28]=3)[CH:20]=[C:19]([O:29][CH3:30])[CH:18]=2)[CH2:13][CH2:14]1)[CH3:8])([CH3:4])([CH3:3])[CH3:2]. (3) Given the reactants Br[C:2]1[CH:3]=[N:4][CH:5]=[C:6]([O:8][CH2:9][C@@H:10]2[CH2:13][CH2:12][N:11]2[C:14]([O:16][C:17]([CH3:20])([CH3:19])[CH3:18])=[O:15])[CH:7]=1.C(N(CC)CC)C.[CH3:28][Si:29]([C:32]#[CH:33])([CH3:31])[CH3:30].N#N, predict the reaction product. The product is: [C:17]([O:16][C:14]([N:11]1[CH2:12][CH2:13][C@H:10]1[CH2:9][O:8][C:6]1[CH:5]=[N:4][CH:3]=[C:2]([C:33]#[C:32][Si:29]([CH3:31])([CH3:30])[CH3:28])[CH:7]=1)=[O:15])([CH3:20])([CH3:19])[CH3:18]. (4) Given the reactants [CH3:1][C:2]1[NH:3][C:4]([CH3:9])=[CH:5][C:6](=[S:8])[CH:7]=1.[ClH:10].ClCl.C(=O)=[O:14].[OH2:16], predict the reaction product. The product is: [CH3:1][C:2]1[CH:7]=[C:6]([S:8]([Cl:10])(=[O:14])=[O:16])[CH:5]=[C:4]([CH3:9])[N:3]=1. (5) Given the reactants [O:1]=[C:2]1[C:11]2[C:6](=[CH:7][CH:8]=[CH:9][CH:10]=2)[NH:5][N:4]=[C:3]1[C:12]([O:14]CC)=[O:13].[I-].[K+].C(=O)([O-])[O-].[K+].[K+].Cl[CH2:26][C:27]1[CH:32]=[CH:31][C:30]([O:33][CH3:34])=[CH:29][CH:28]=1, predict the reaction product. The product is: [CH3:34][O:33][C:30]1[CH:31]=[CH:32][C:27]([CH2:26][N:5]2[C:6]3[C:11](=[CH:10][CH:9]=[CH:8][CH:7]=3)[C:2](=[O:1])[C:3]([C:12]([OH:14])=[O:13])=[N:4]2)=[CH:28][CH:29]=1. (6) Given the reactants [CH3:1][S:2][C:3]1[C:4](=[CH:8][CH:9]=[CH:10][CH:11]=1)[C:5]([O-:7])=[O:6].[CH2:12](N(CC)CC)C.[CH:19]1(Br)[CH2:22]C[CH2:20]1.C1C=C(Cl)C=C(C(OO)=O)C=1.[OH-].[Na+], predict the reaction product. The product is: [CH:1]1([S:2][C:3]2[CH:11]=[CH:10][CH:9]=[CH:8][C:4]=2[C:5]([O:7][CH3:12])=[O:6])[CH2:22][CH2:19][CH2:20]1. (7) Given the reactants [CH:1]1([CH2:4][C:5]([OH:7])=O)[CH2:3][CH2:2]1.[CH3:8][N:9]([CH3:26])[C:10]1([C:20]2[CH:25]=[CH:24][CH:23]=[CH:22][CH:21]=2)[CH2:19][CH2:18][C:13]2([CH2:17][NH:16][CH2:15][CH2:14]2)[CH2:12][CH2:11]1, predict the reaction product. The product is: [CH:1]1([CH2:4][C:5]([N:16]2[CH2:17][C:13]3([CH2:12][CH2:11][C:10]([N:9]([CH3:26])[CH3:8])([C:20]4[CH:25]=[CH:24][CH:23]=[CH:22][CH:21]=4)[CH2:19][CH2:18]3)[CH2:14][CH2:15]2)=[O:7])[CH2:2][CH2:3]1.